Dataset: Experimental lipophilicity measurements (octanol/water distribution) for 4,200 compounds from AstraZeneca. Task: Regression/Classification. Given a drug SMILES string, predict its absorption, distribution, metabolism, or excretion properties. Task type varies by dataset: regression for continuous measurements (e.g., permeability, clearance, half-life) or binary classification for categorical outcomes (e.g., BBB penetration, CYP inhibition). For this dataset (lipophilicity_astrazeneca), we predict Y. (1) The molecule is Cc1nccn1CCC(C(N)=O)(c1ccccc1)c1ccccc1. The Y is 1.79 logD. (2) The compound is CN[C@@H](C)C(=O)N[C@H](C(=O)N[C@H]1CCCN(CCc2ccccc2)C1)C1CCCCC1. The Y is 1.65 logD. (3) The Y is 3.00 logD. The drug is CC(O)(C(=O)Nc1ccc2c(c1)-c1ccccc1S2(=O)=O)C(F)(F)F. (4) The compound is Cc1cc2n[nH]c(=O)n2c2cc(-c3cn[nH]c3)ccc12. The Y is 2.13 logD. (5) The molecule is NC12CCC(c3ccccc3)(CC1)CC2. The Y is 0.290 logD.